Dataset: Full USPTO retrosynthesis dataset with 1.9M reactions from patents (1976-2016). Task: Predict the reactants needed to synthesize the given product. (1) Given the product [CH2:10]([O:9][C:7](=[O:8])[CH2:6][S:5][CH2:34][C:32]1[S:33][C:29]([C:24]([C:21]2[CH:22]=[CH:23][C:18]([O:17][Si:16]([C:12]([CH3:13])([CH3:15])[CH3:14])([CH3:49])[CH3:48])=[C:19]([CH3:47])[CH:20]=2)([CH2:27][CH3:28])[CH2:25][CH3:26])=[CH:30][C:31]=1[CH3:46])[CH3:11], predict the reactants needed to synthesize it. The reactants are: [O-]CC.[Na+].[SH:5][CH2:6][C:7]([O:9][CH2:10][CH3:11])=[O:8].[C:12]([Si:16]([CH3:49])([CH3:48])[O:17][C:18]1[CH:23]=[CH:22][C:21]([C:24]([C:29]2[S:33][C:32]([CH2:34]OS(C3C=CC(C)=CC=3)(=O)=O)=[C:31]([CH3:46])[CH:30]=2)([CH2:27][CH3:28])[CH2:25][CH3:26])=[CH:20][C:19]=1[CH3:47])([CH3:15])([CH3:14])[CH3:13]. (2) The reactants are: [Br:1][CH2:2][CH2:3][CH2:4][CH2:5]Br.[H-].[Na+].[CH:9]1[C:21]2[NH:20][C:19]3[C:14](=[CH:15][CH:16]=[CH:17][CH:18]=3)[C:13]=2[CH:12]=[CH:11][CH:10]=1. Given the product [Br:1][CH2:2][CH2:3][CH2:4][CH2:5][N:20]1[C:21]2[CH:9]=[CH:10][CH:11]=[CH:12][C:13]=2[C:14]2[C:19]1=[CH:18][CH:17]=[CH:16][CH:15]=2, predict the reactants needed to synthesize it. (3) Given the product [Br:11][C:9]1[C:4]2[CH:3]=[CH:2][O:1][C:5]=2[CH:6]=[CH:7][C:8]=1[OH:10], predict the reactants needed to synthesize it. The reactants are: [O:1]1[C:5]2[CH:6]=[CH:7][C:8]([OH:10])=[CH:9][C:4]=2[CH:3]=[CH:2]1.[Br:11]Br.C([O-])(O)=O.[Na+]. (4) Given the product [NH2:14][C:11]1[CH:12]=[CH:13][C:8]2[S:7][CH2:6][C:5](=[O:4])[NH:17][C:9]=2[CH:10]=1, predict the reactants needed to synthesize it. The reactants are: O.C([O:4][C:5](=O)[CH2:6][S:7][C:8]1[CH:13]=[CH:12][C:11]([N+:14]([O-])=O)=[CH:10][C:9]=1[N+:17]([O-])=O)C. (5) Given the product [C:5]([O:9][C:10]([NH:12][CH2:13][CH2:14][NH:15][S:16]([C:19]1[C:20]([OH:27])=[C:21]([NH:26][C:37]([NH:36][C:30]2[CH:31]=[CH:32][CH:33]=[C:34]([Cl:35])[C:29]=2[Cl:28])=[O:38])[CH:22]=[CH:23][C:24]=1[Cl:25])(=[O:18])=[O:17])=[O:11])([CH3:8])([CH3:6])[CH3:7], predict the reactants needed to synthesize it. The reactants are: NC(N)=O.[C:5]([O:9][C:10]([NH:12][CH2:13][CH2:14][NH:15][S:16]([C:19]1[C:24]([Cl:25])=[CH:23][CH:22]=[C:21]([NH2:26])[C:20]=1[OH:27])(=[O:18])=[O:17])=[O:11])([CH3:8])([CH3:7])[CH3:6].[Cl:28][C:29]1[C:34]([Cl:35])=[CH:33][CH:32]=[CH:31][C:30]=1[N:36]=[C:37]=[O:38]. (6) Given the product [CH3:55][C:56]1[CH:57]=[C:58]([NH:59][C:18]([C:13]2[CH:12]=[C:11]3[C:16]([CH:17]=[C:9]([C:3]4[C:4]([Cl:8])=[CH:5][CH:6]=[CH:7][C:2]=4[Cl:1])[N:10]3[O:21][CH2:22][CH3:23])=[CH:15][CH:14]=2)=[O:19])[CH:60]=[CH:61][C:62]=1[CH3:63], predict the reactants needed to synthesize it. The reactants are: [Cl:1][C:2]1[CH:7]=[CH:6][CH:5]=[C:4]([Cl:8])[C:3]=1[C:9]1[N:10]([O:21][CH2:22][CH3:23])[C:11]2[C:16]([CH:17]=1)=[CH:15][CH:14]=[C:13]([C:18](O)=[O:19])[CH:12]=2.CN(C(ON1N=NC2C=CC=NC1=2)=[N+](C)C)C.F[P-](F)(F)(F)(F)F.C(N(CC)CC)C.[CH3:55][C:56]1[CH:57]=[C:58]([CH:60]=[CH:61][C:62]=1[CH3:63])[NH2:59]. (7) Given the product [OH:1][C:2]1[CH:7]=[CH:6][C:5]([CH2:8][CH2:9][C:10](=[O:23])[CH2:11][C:12](=[O:22])[CH2:13][CH2:14][C:15]2[CH:16]=[CH:17][C:18]([OH:21])=[CH:19][CH:20]=2)=[C:4]([O:24][CH3:25])[CH:3]=1, predict the reactants needed to synthesize it. The reactants are: [OH:1][C:2]1[CH:7]=[CH:6][C:5](/[CH:8]=[CH:9]/[C:10](=[O:23])[CH2:11][C:12](=[O:22])/[CH:13]=[CH:14]/[C:15]2[CH:20]=[CH:19][C:18]([OH:21])=[CH:17][CH:16]=2)=[C:4]([O:24][CH3:25])[CH:3]=1.CN(C)C1C=CC(/C=C/C(=O)CC(=O)/C=C/C2C=CC(O)=C(OC)C=2)=CC=1. (8) Given the product [ClH:24].[CH3:1][O:2][C:3]([C@H:5]1[CH2:9][CH2:8][C@H:7]([NH2:10])[CH2:6]1)=[O:4], predict the reactants needed to synthesize it. The reactants are: [CH3:1][O:2][C:3]([C@H:5]1[CH2:9][CH2:8][C@H:7]([NH:10]C(OC(C)(C)C)=O)[CH2:6]1)=[O:4].O1CCOCC1.[ClH:24].